The task is: Regression. Given a peptide amino acid sequence and an MHC pseudo amino acid sequence, predict their binding affinity value. This is MHC class I binding data.. This data is from Peptide-MHC class I binding affinity with 185,985 pairs from IEDB/IMGT. (1) The peptide sequence is IPMSIISFF. The MHC is H-2-Dd with pseudo-sequence H-2-Dd. The binding affinity (normalized) is 0.169. (2) The binding affinity (normalized) is 0.886. The peptide sequence is LYRPNIPLK. The MHC is HLA-A30:01 with pseudo-sequence HLA-A30:01.